This data is from Catalyst prediction with 721,799 reactions and 888 catalyst types from USPTO. The task is: Predict which catalyst facilitates the given reaction. (1) Reactant: [Cl:1][C:2]1[CH:3]=[C:4]2[C:8](=[C:9]([C:11]([OH:13])=O)[CH:10]=1)[NH:7][CH:6]=[CH:5]2.[O:14]1[C:18]2[CH:19]=[CH:20][CH:21]=[CH:22][C:17]=2[CH:16]=[C:15]1[CH2:23][NH:24][CH2:25][CH2:26][C:27]1[CH:32]=[CH:31][C:30]([Cl:33])=[C:29]([Cl:34])[CH:28]=1.CN(C(ON1N=NC2C=CC=CC1=2)=[N+](C)C)C.[B-](F)(F)(F)F.C(N(CC)C(C)C)(C)C. Product: [O:14]1[C:18]2[CH:19]=[CH:20][CH:21]=[CH:22][C:17]=2[CH:16]=[C:15]1[CH2:23][N:24]([CH2:25][CH2:26][C:27]1[CH:32]=[CH:31][C:30]([Cl:33])=[C:29]([Cl:34])[CH:28]=1)[C:11]([C:9]1[CH:10]=[C:2]([Cl:1])[CH:3]=[C:4]2[C:8]=1[NH:7][CH:6]=[CH:5]2)=[O:13]. The catalyst class is: 39. (2) Reactant: Br.[OH:2][C:3]1[CH:4]=[C:5]([C:9]2[N:10]=[CH:11][N:12]([C:14]([N:16]([CH3:29])[CH:17]3[CH2:22][CH2:21][N:20]([C:23]4[CH:28]=[CH:27][CH:26]=[CH:25][CH:24]=4)[CH2:19][CH2:18]3)=[O:15])[CH:13]=2)[CH:6]=[CH:7][CH:8]=1.[S:30](Cl)(=[O:33])(=[O:32])[NH2:31]. Product: [S:30](=[O:33])(=[O:32])([O:2][C:3]1[CH:8]=[CH:7][CH:6]=[C:5]([C:9]2[N:10]=[CH:11][N:12]([C:14](=[O:15])[N:16]([CH3:29])[CH:17]3[CH2:18][CH2:19][N:20]([C:23]4[CH:24]=[CH:25][CH:26]=[CH:27][CH:28]=4)[CH2:21][CH2:22]3)[CH:13]=2)[CH:4]=1)[NH2:31]. The catalyst class is: 80. (3) Reactant: [F:1][C:2]1[C:14]([NH:15][CH2:16][C:17]2[CH:22]=[C:21]([OH:23])[CH:20]=[C:19]([C:24]3[CH:29]=[CH:28][CH:27]=[C:26]([F:30])[CH:25]=3)[CH:18]=2)=[C:13]([F:31])[CH:12]=[CH:11][C:3]=1[O:4][CH2:5][C:6]([O:8]CC)=[O:7].[OH-].[Na+]. Product: [F:1][C:2]1[C:14]([NH:15][CH2:16][C:17]2[CH:22]=[C:21]([OH:23])[CH:20]=[C:19]([C:24]3[CH:29]=[CH:28][CH:27]=[C:26]([F:30])[CH:25]=3)[CH:18]=2)=[C:13]([F:31])[CH:12]=[CH:11][C:3]=1[O:4][CH2:5][C:6]([OH:8])=[O:7]. The catalyst class is: 1. (4) Reactant: C([NH:4][C@H:5]([C:18]([OH:20])=[O:19])[CH2:6][C:7]1[C:15]2[C:10](=[CH:11][C:12]([F:17])=[C:13]([F:16])[CH:14]=2)[NH:9][CH:8]=1)(=O)C. Product: [F:16][C:13]1[CH:14]=[C:15]2[C:10]([NH:9][CH:8]=[C:7]2[CH2:6][C@@H:5]([C:18]([OH:20])=[O:19])[NH2:4])=[CH:11][C:12]=1[F:17]. The catalyst class is: 126.